The task is: Predict the product of the given reaction.. This data is from Forward reaction prediction with 1.9M reactions from USPTO patents (1976-2016). (1) Given the reactants [O:1]1[C:5]2([CH2:10][CH2:9][NH:8][CH2:7][CH2:6]2)[O:4][CH2:3][CH2:2]1.C(N(CC)CC)C.[CH3:18][N:19]([CH3:24])[S:20](Cl)(=[O:22])=[O:21], predict the reaction product. The product is: [CH3:18][N:19]([CH3:24])[S:20]([N:8]1[CH2:9][CH2:10][C:5]2([O:4][CH2:3][CH2:2][O:1]2)[CH2:6][CH2:7]1)(=[O:22])=[O:21]. (2) Given the reactants [Cl:1][C:2]1[CH:7]=[CH:6][C:5](/[CH:8]=[CH:9]/[C:10]([N:12]2[CH2:17][CH2:16][NH:15][CH2:14][CH2:13]2)=[O:11])=[C:4]([CH2:18][N:19]2[N:23]=[N:22][C:21]([CH3:24])=[N:20]2)[CH:3]=1.C(O)(=O)C.[CH3:29][O:30][C:31]1[CH:32]=[CH:33][C:34]([CH:37]=O)=[N:35][CH:36]=1.B.N1C=CC=CC=1C, predict the reaction product. The product is: [Cl:1][C:2]1[CH:7]=[CH:6][C:5](/[CH:8]=[CH:9]/[C:10]([N:12]2[CH2:13][CH2:14][N:15]([CH2:37][C:34]3[CH:33]=[CH:32][C:31]([O:30][CH3:29])=[CH:36][N:35]=3)[CH2:16][CH2:17]2)=[O:11])=[C:4]([CH2:18][N:19]2[N:23]=[N:22][C:21]([CH3:24])=[N:20]2)[CH:3]=1.